This data is from Forward reaction prediction with 1.9M reactions from USPTO patents (1976-2016). The task is: Predict the product of the given reaction. (1) Given the reactants C[C@@H:2]1[O:9]C(=O)[C@H](C)[O:5][C:3]1=[O:4].[CH2:11]([O:18][C:19]([NH:21][CH2:22][CH2:23][CH2:24][CH2:25][CH:26]1[C:31](=[O:32])[O:30]CC(=O)[NH:27]1)=[O:20])[C:12]1[CH:17]=[CH:16][CH:15]=[CH:14][CH:13]=1.[CH3:34][C@@H:35]1[O:42]C(=O)[C@H](C)[O:38][C:36]1=[O:37].C(OC(NCCCCC1C(=O)OCC(=O)N1)=O)C1C=CC=CC=1, predict the reaction product. The product is: [C:3]([OH:5])(=[O:4])[CH2:2][OH:9].[CH2:11]([O:18][C:19]([NH:21][CH2:22][CH2:23][CH2:24][CH2:25][C@@H:26]([C:31]([OH:32])=[O:30])[NH2:27])=[O:20])[C:12]1[CH:13]=[CH:14][CH:15]=[CH:16][CH:17]=1.[C:36]([OH:38])(=[O:37])[C@H:35]([CH3:34])[OH:42]. (2) Given the reactants [CH2:1]([O:8][C:9]([N:11]1[CH2:15][C@@H:14]([O:16][Si](C(C)(C)C)(C)C)[CH2:13][C@@H:12]1[CH2:24][C:25]1[C:26]([CH3:32])=[N:27][N:28]([CH3:31])[C:29]=1[CH3:30])=[O:10])[C:2]1[CH:7]=[CH:6][CH:5]=[CH:4][CH:3]=1.[F-].C([N+](CCCC)(CCCC)CCCC)CCC.C(=O)(O)[O-].[Na+], predict the reaction product. The product is: [CH2:1]([O:8][C:9]([N:11]1[CH2:15][C@@H:14]([OH:16])[CH2:13][C@@H:12]1[CH2:24][C:25]1[C:26]([CH3:32])=[N:27][N:28]([CH3:31])[C:29]=1[CH3:30])=[O:10])[C:2]1[CH:3]=[CH:4][CH:5]=[CH:6][CH:7]=1. (3) Given the reactants [CH:1]1([CH2:7][O:8][C:9]2[CH:17]=[CH:16][C:12]([C:13]([OH:15])=O)=[CH:11][CH:10]=2)[CH2:6][CH2:5][CH2:4][CH2:3][CH2:2]1.[CH3:18][N:19]([CH3:34])[CH2:20][CH2:21][N:22]([CH3:33])[C:23]1[S:24][C:25]2[CH:31]=[C:30]([NH2:32])[CH:29]=[CH:28][C:26]=2[N:27]=1, predict the reaction product. The product is: [CH:1]1([CH2:7][O:8][C:9]2[CH:10]=[CH:11][C:12]([C:13]([NH:32][C:30]3[CH:29]=[CH:28][C:26]4[N:27]=[C:23]([N:22]([CH2:21][CH2:20][N:19]([CH3:18])[CH3:34])[CH3:33])[S:24][C:25]=4[CH:31]=3)=[O:15])=[CH:16][CH:17]=2)[CH2:2][CH2:3][CH2:4][CH2:5][CH2:6]1. (4) The product is: [C:1]([O:7][CH2:8][CH3:9])(=[O:6])/[CH:2]=[CH:3]\[CH2:4][CH3:5]. Given the reactants [C:1]([O:7][CH2:8][CH3:9])(=[O:6])[C:2]#[C:3][CH2:4][CH3:5], predict the reaction product. (5) Given the reactants [C:1]([C:5]1[CH:9]=[C:8]([NH:10][C:11]([NH:13][C@@H:14]2[C:23]3[C:18](=[CH:19][CH:20]=[CH:21][CH:22]=3)[C@H:17]([O:24][C:25]3[CH:26]=[CH:27][C:28]4[N:29]([C:31]([N:34]5[CH2:39][CH2:38][CH2:37][CH2:36][C@@H:35]5[CH3:40])=[N:32][N:33]=4)[CH:30]=3)[CH2:16][CH2:15]2)=[O:12])[N:7]([C:41]2[CH:42]=[C:43]([CH2:47][CH2:48][O:49]S(C)(=O)=O)[CH:44]=[CH:45][CH:46]=2)[N:6]=1)([CH3:4])([CH3:3])[CH3:2].[NH:54]1[CH2:59][CH2:58][O:57][CH2:56][CH2:55]1, predict the reaction product. The product is: [CH:48]([OH:49])=[O:57].[C:1]([C:5]1[CH:9]=[C:8]([NH:10][C:11]([NH:13][C@@H:14]2[C:23]3[C:18](=[CH:19][CH:20]=[CH:21][CH:22]=3)[C@H:17]([O:24][C:25]3[CH:26]=[CH:27][C:28]4[N:29]([C:31]([N:34]5[CH2:39][CH2:38][CH2:37][CH2:36][C@@H:35]5[CH3:40])=[N:32][N:33]=4)[CH:30]=3)[CH2:16][CH2:15]2)=[O:12])[N:7]([C:41]2[CH:46]=[CH:45][CH:44]=[C:43]([CH2:47][CH2:48][N:54]3[CH2:59][CH2:58][O:57][CH2:56][CH2:55]3)[CH:42]=2)[N:6]=1)([CH3:2])([CH3:3])[CH3:4]. (6) The product is: [Cl:18][C:12]1[CH:13]=[CH:14][CH:15]=[C:16]([F:17])[C:11]=1[C:9]1[NH:8][C:5]2=[N:6][CH:7]=[C:2]([C:24]3[N:20]([CH3:19])[N:21]=[C:22]([C:28]([F:31])([F:30])[F:29])[CH:23]=3)[CH:3]=[C:4]2[CH:10]=1. Given the reactants Br[C:2]1[CH:3]=[C:4]2[CH:10]=[C:9]([C:11]3[C:16]([F:17])=[CH:15][CH:14]=[CH:13][C:12]=3[Cl:18])[NH:8][C:5]2=[N:6][CH:7]=1.[CH3:19][N:20]1[C:24](B(O)O)=[CH:23][C:22]([C:28]([F:31])([F:30])[F:29])=[N:21]1.C(=O)([O-])[O-].[K+].[K+], predict the reaction product. (7) Given the reactants [F:1][C:2]1[CH:7]=[CH:6][C:5]([N+:8]([O-])=O)=[CH:4][C:3]=1[C:11]1[C:20]2[C:15](=[CH:16][CH:17]=[CH:18][CH:19]=2)[CH:14]=[CH:13][N:12]=1.[Sn](Cl)Cl.C([O-])(O)=O.[Na+].[OH-].[Na+], predict the reaction product. The product is: [F:1][C:2]1[CH:7]=[CH:6][C:5]([NH2:8])=[CH:4][C:3]=1[C:11]1[C:20]2[C:15](=[CH:16][CH:17]=[CH:18][CH:19]=2)[CH:14]=[CH:13][N:12]=1. (8) Given the reactants [Al].[P:2](=[O:6])([OH:5])([OH:4])[OH:3].[O-2:7].[Cr+4:8].[O-2:9].[OH2:10], predict the reaction product. The product is: [Cr:8]([OH:3])([OH:10])(=[O:9])=[O:7].[P:2](=[O:3])([OH:6])([OH:5])[OH:4]. (9) Given the reactants [F:1][C:2]1[CH:7]=[CH:6][C:5]([C:8]2[CH:13]=[CH:12][N:11]=[CH:10][C:9]=2[N:14]([CH3:35])[C:15](=[O:34])[C:16]2[CH:21]=[C:20]([C:22]([F:25])([F:24])[F:23])[CH:19]=[C:18]([S:26][CH2:27][CH2:28][NH:29][S:30]([CH3:33])(=[O:32])=[O:31])[CH:17]=2)=[C:4]([O:36][CH3:37])[CH:3]=1.[OH:38]OS([O-])=O.[K+].[O-]S([O-])(=S)=O.[Na+].[Na+].CCOC(C)=O.[OH2:57], predict the reaction product. The product is: [F:1][C:2]1[CH:7]=[CH:6][C:5]([C:8]2[CH:13]=[CH:12][N:11]=[CH:10][C:9]=2[N:14]([CH3:35])[C:15](=[O:34])[C:16]2[CH:21]=[C:20]([C:22]([F:24])([F:25])[F:23])[CH:19]=[C:18]([S:26]([CH2:27][CH2:28][NH:29][S:30]([CH3:33])(=[O:32])=[O:31])(=[O:38])=[O:57])[CH:17]=2)=[C:4]([O:36][CH3:37])[CH:3]=1. (10) Given the reactants Br[C:2]1[C:3]([C:14]2[S:15][CH:16]=[C:17]([C:19]([F:22])([F:21])[F:20])[N:18]=2)=[CH:4][C:5]([NH:8][C:9]([NH:11][CH2:12][CH3:13])=[O:10])=[N:6][CH:7]=1.[CH3:23][C:24]1([CH3:40])[C:28]([CH3:30])([CH3:29])[O:27][B:26]([B:26]2[O:27][C:28]([CH3:30])([CH3:29])[C:24]([CH3:40])([CH3:23])[O:25]2)[O:25]1.C([O-])(=O)C.[K+].C(NC(NC1N=CC(B(O)O)=C(C2SC=C(C(F)(F)F)N=2)C=1)=O)C.C(NC(NC1C=C(C2SC=C(C(F)(F)F)N=2)C=CN=1)=O)C, predict the reaction product. The product is: [CH2:12]([NH:11][C:9]([NH:8][C:5]1[CH:4]=[C:3]([C:14]2[S:15][CH:16]=[C:17]([C:19]([F:22])([F:21])[F:20])[N:18]=2)[C:2]([B:26]2[O:27][C:28]([CH3:30])([CH3:29])[C:24]([CH3:40])([CH3:23])[O:25]2)=[CH:7][N:6]=1)=[O:10])[CH3:13].